Predict the product of the given reaction. From a dataset of Forward reaction prediction with 1.9M reactions from USPTO patents (1976-2016). Given the reactants [NH2:1][C:2]1[CH:7]=[CH:6][CH:5]=[CH:4][C:3]=1[NH:8][C:9](=[O:17])[C:10]1[CH:15]=[CH:14][C:13](I)=[CH:12][CH:11]=1.[CH2:18]1[C:27]2[C:22](=[CH:23][CH:24]=[CH:25][CH:26]=2)[CH2:21][CH2:20][NH:19]1.C(=O)([O-])[O-].[K+].[K+].O1C=[CH:37][CH:36]=[C:35]1P(C1OC=CC=1)C1OC=CC=1.C=C=C, predict the reaction product. The product is: [NH2:1][C:2]1[CH:7]=[CH:6][CH:5]=[CH:4][C:3]=1[NH:8][C:9](=[O:17])[C:10]1[CH:15]=[CH:14][C:13]([C:36]([CH2:37][N:19]2[CH2:20][CH2:21][C:22]3[C:27](=[CH:26][CH:25]=[CH:24][CH:23]=3)[CH2:18]2)=[CH2:35])=[CH:12][CH:11]=1.